Dataset: Forward reaction prediction with 1.9M reactions from USPTO patents (1976-2016). Task: Predict the product of the given reaction. (1) Given the reactants [Cl:1][C:2]1[CH:3]=[CH:4][CH:5]=[C:6]2[C:11]=1[N:10]=[C:9]([CH:12]=[O:13])[C:8]([C@@H:14]([N:16]1[C:24](=[O:25])[C:23]3[C:18](=[CH:19][CH:20]=[CH:21][CH:22]=3)[C:17]1=[O:26])[CH3:15])=[CH:7]2.[OH:27]P([O-])(O)=O.[K+].Cl([O-])=O.[Na+], predict the reaction product. The product is: [Cl:1][C:2]1[CH:3]=[CH:4][CH:5]=[C:6]2[C:11]=1[N:10]=[C:9]([C:12]([OH:27])=[O:13])[C:8]([C@@H:14]([N:16]1[C:24](=[O:25])[C:23]3[C:18](=[CH:19][CH:20]=[CH:21][CH:22]=3)[C:17]1=[O:26])[CH3:15])=[CH:7]2. (2) Given the reactants [CH:1]1[C:6]([C:7]2[O:17][C:16]3[CH:15]=[C:14]([OH:18])[CH:13]=[C:12]([OH:19])[C:11]=3[C:9](=[O:10])[C:8]=2[OH:20])=[CH:5][C:4]([OH:21])=[C:3]([OH:22])[CH:2]=1.[CH:23]1[C:28]([CH:29]2[O:38][C:37]3[CH:36]=[C:35]([OH:39])[CH:34]=[C:33]([OH:40])[C:32]=3[CH2:31][CH:30]2[OH:41])=[CH:27][C:26]([OH:42])=[C:25]([OH:43])[CH:24]=1, predict the reaction product. The product is: [CH:1]1[C:6]([C:7]2[O:17][C:16]3[CH:15]=[C:14]([OH:18])[CH:13]=[C:12]([OH:19])[C:11]=3[C:9](=[O:10])[C:8]=2[OH:20])=[CH:5][C:4]([OH:21])=[C:3]([OH:22])[CH:2]=1.[CH:23]1[C:28]([CH:29]2[O:38][C:37]3[CH:36]=[C:35]([OH:39])[CH:34]=[C:33]([OH:40])[C:32]=3[CH2:31][CH:30]2[OH:41])=[CH:27][C:26]([OH:42])=[C:25]([OH:43])[CH:24]=1. (3) Given the reactants [Cl:1][C:2]1[C:3]([O:11][CH2:12][CH3:13])=[C:4]([CH:8]=[CH:9][CH:10]=1)[CH2:5][NH:6][CH3:7].CNCC1C=CC2C(=CC=CC=2)C=1CCC.Cl.[N:31]1([CH2:37][CH2:38][N:39]2[CH2:44][C:43]3[CH:45]=[C:46](/[CH:49]=[CH:50]/[C:51]([OH:53])=O)[CH:47]=[N:48][C:42]=3[NH:41][C:40]2=[O:54])[CH2:36][CH2:35][O:34][CH2:33][CH2:32]1.Cl.CN1CC2C=C(/C=C/C(O)=O)C=NC=2NC(=O)C1, predict the reaction product. The product is: [ClH:1].[Cl:1][C:2]1[C:3]([O:11][CH2:12][CH3:13])=[C:4]([CH:8]=[CH:9][CH:10]=1)[CH2:5][N:6]([CH3:7])[C:51](=[O:53])/[CH:50]=[CH:49]/[C:46]1[CH:47]=[N:48][C:42]2[NH:41][C:40](=[O:54])[N:39]([CH2:38][CH2:37][N:31]3[CH2:32][CH2:33][O:34][CH2:35][CH2:36]3)[CH2:44][C:43]=2[CH:45]=1. (4) Given the reactants [Si]([O:8][CH2:9][C@H:10]([CH3:28])[O:11][C:12]1[CH:13]=[C:14]([CH:24]=[C:25]([OH:27])[CH:26]=1)[C:15]([NH:17][C:18]1[CH:22]=[CH:21][N:20]([CH3:23])[N:19]=1)=[O:16])(C(C)(C)C)(C)C.[F:29][C:30]1[CH:31]=[C:32](B(O)O)[CH:33]=[CH:34][C:35]=1[O:36][CH3:37].C(N(CC)CC)C, predict the reaction product. The product is: [F:29][C:30]1[CH:31]=[C:32]([CH:33]=[CH:34][C:35]=1[O:36][CH3:37])[O:27][C:25]1[CH:24]=[C:14]([CH:13]=[C:12]([O:11][C@@H:10]([CH3:28])[CH2:9][OH:8])[CH:26]=1)[C:15]([NH:17][C:18]1[CH:22]=[CH:21][N:20]([CH3:23])[N:19]=1)=[O:16].